Predict the reactants needed to synthesize the given product. From a dataset of Full USPTO retrosynthesis dataset with 1.9M reactions from patents (1976-2016). (1) Given the product [Cl:32][CH:21]1[C:22]2[C@H:27]([CH2:26][CH2:25][C:24](=[O:31])[CH:23]=2)[C@@H:28]2[C@H:19]([C@H:18]3[C@@:15]([CH2:30][CH2:29]2)([CH2:16][CH3:17])[C:14](=[O:33])[CH:13]=[CH:12]3)[CH2:20]1, predict the reactants needed to synthesize it. The reactants are: C(N(CC)CC)C.C(O[C@@H:12]1[C@H:18]2[C@H:19]3[C@H:28]([CH2:29][CH2:30][C@:15]2([CH2:16][CH3:17])[C:14](=[O:33])[CH2:13]1)[C@@H:27]1[C:22](=[CH:23][C:24](=[O:31])[CH2:25][CH2:26]1)[CH:21]([Cl:32])[CH2:20]3)(=O)C.O. (2) Given the product [F:1][C:2]1[CH:3]=[CH:4][CH:5]=[C:6]2[C:10]=1[N:9]([CH2:11][CH:12]([CH3:14])[CH3:13])[N:8]=[C:7]2[C:15]1[CH:20]=[CH:19][C:18]([OH:21])=[CH:17][C:16]=1[CH3:23], predict the reactants needed to synthesize it. The reactants are: [F:1][C:2]1[CH:3]=[CH:4][CH:5]=[C:6]2[C:10]=1[N:9]([CH2:11][CH:12]([CH3:14])[CH3:13])[N:8]=[C:7]2[C:15]1[CH:20]=[CH:19][C:18]([O:21]C)=[CH:17][C:16]=1[CH3:23].B(Br)(Br)Br.C1CCCCC=1.